Task: Predict the product of the given reaction.. Dataset: Forward reaction prediction with 1.9M reactions from USPTO patents (1976-2016) (1) The product is: [C:8]([NH:10][C:11]([NH2:13])=[O:12])(=[O:9])[C:4]1[CH:5]=[CH:6][CH:1]=[CH:2][CH:3]=1. Given the reactants [CH:1]1[CH:6]=[C:5](F)[C:4]([C:8]([NH:10][C:11]([NH:13]C2C=C(Cl)C(OC3N=CC(C(F)(F)F)=CC=3Cl)=C(Cl)C=2)=[O:12])=[O:9])=[C:3](F)[CH:2]=1.C1C=C(F)C(C(NC(NC2C=CC(Cl)=CC=2)=O)=O)=C(F)C=1.C1C=C(F)C(C(NC(NC2C=CC(Cl)=C(OC3N=CC(C(F)(F)F)=CC=3Cl)C=2)=O)=O)=C(F)C=1.C1C=C(F)C(C(NC(NC2C=CC(CO/N=C(\C3CC3)/C3C=CC(Cl)=CC=3)=CC=2)=O)=O)=C(F)C=1.C1C=C(F)C(C(NC(NC2C=CC(OC3C=CC(C(F)(F)F)=CC=3Cl)=CC=2F)=O)=O)=C(F)C=1.C1C=C(F)C(C(NC(NC2C=C(Cl)C(OC(F)(F)C(F)F)=C(Cl)C=2)=O)=O)=C(F)C=1.C1C=C(F)C(C(NC(NC2C(Cl)=CC(OC(F)(F)C(F)C(F)(F)F)=C(Cl)C=2)=O)=O)=C(F)C=1.C1C=C(F)C(C(NC(NC2C=CC(OC(F)(F)C(F)OC(F)(F)F)=C(Cl)C=2)=O)=O)=C(F)C=1.C1C=C(F)C(C(NC(NC2C=C(Cl)C(OC(F)(F)C(F)C(F)(F)F)=C(Cl)C=2F)=O)=O)=C(F)C=1.C1C=C(F)C(C(NC(NC2C=C(Cl)C(F)=C(Cl)C=2F)=O)=O)=C(F)C=1.C1C=CC(Cl)=C(C(NC(NC2C=CC(OC(F)(F)F)=CC=2)=O)=O)C=1, predict the reaction product. (2) Given the reactants Br[CH2:2][C:3]1[CH:8]=[CH:7][C:6]([C:9]2[CH:14]=[CH:13][CH:12]=[CH:11][C:10]=2[C:15]2[N:19](C(C3C=CC=CC=3)(C3C=CC=CC=3)C3C=CC=CC=3)[N:18]=[N:17][N:16]=2)=[CH:5][CH:4]=1.C1(C)C=CC=CC=1.[OH-].[K+].Cl.[CH2:49]([C:53]1[NH:57][C:56](=[O:58])[C:55]2([CH2:62][CH2:61][CH2:60][CH2:59]2)[N:54]=1)[CH2:50][CH2:51][CH3:52], predict the reaction product. The product is: [CH3:52][CH2:51][CH2:50][CH2:49][C:53]1[N:57]([CH2:2][C:3]2[CH:4]=[CH:5][C:6]([C:9]3[CH:14]=[CH:13][CH:12]=[CH:11][C:10]=3[C:15]3[N:16]=[N:17][NH:18][N:19]=3)=[CH:7][CH:8]=2)[C:56](=[O:58])[C:55]2([CH2:62][CH2:61][CH2:60][CH2:59]2)[N:54]=1. (3) Given the reactants N[C@@H:2]([C:6](O)=O)[C@H:3]([CH3:5])O.Cl.[CH3:10][OH:11].CC[O:14][C:15](C)=[O:16].[CH3:18][OH:19].[CH3:20][C:21](O)=O, predict the reaction product. The product is: [CH:2]1[CH:3]=[C:5]2[C:10]([C:15]([OH:16])([OH:14])[C:18](=[O:19])[C:21]2=[CH:20][CH:6]=1)=[O:11]. (4) Given the reactants [CH3:1][N:2]1[CH2:8][CH:7]([OH:9])[C:6]2[CH:10]=[CH:11][S:12][C:5]=2[CH2:4][CH2:3]1.[Cl:13][C:14]1[CH:15]=[C:16](F)[CH:17]=[CH:18][C:19]=1[Cl:20], predict the reaction product. The product is: [Cl:13][C:14]1[CH:15]=[C:16]([O:9][CH:7]2[CH2:8][N:2]([CH3:1])[CH2:3][CH2:4][C:5]3[S:12][CH:11]=[CH:10][C:6]2=3)[CH:17]=[CH:18][C:19]=1[Cl:20].